Dataset: Catalyst prediction with 721,799 reactions and 888 catalyst types from USPTO. Task: Predict which catalyst facilitates the given reaction. (1) Reactant: [CH2:1]([O:3][C:4]1[CH:9]=[CH:8][N:7]=[C:6]([CH:10](N2C(C)=CC=C2C)[CH3:11])[C:5]=1[F:19])[CH3:2].Cl.[NH2:21]O.[OH-].[K+].C(O)C. Product: [NH2:21][CH2:11][CH2:10][C:6]1[C:5]([F:19])=[C:4]([O:3][CH2:1][CH3:2])[CH:9]=[CH:8][N:7]=1. The catalyst class is: 6. (2) Product: [C:1]([NH:4][C@H:5]([C:27]([NH:40][CH2:39][CH2:38][S:37][C:31](=[O:36])[C:32]([CH3:35])([CH3:34])[CH3:33])=[O:28])[CH2:6][S:7][C:8]([C:15]1[CH:16]=[CH:17][CH:18]=[CH:19][CH:20]=1)([C:21]1[CH:26]=[CH:25][CH:24]=[CH:23][CH:22]=1)[C:9]1[CH:14]=[CH:13][CH:12]=[CH:11][CH:10]=1)(=[O:3])[CH3:2]. The catalyst class is: 158. Reactant: [C:1]([NH:4][C@H:5]([C:27](O)=[O:28])[CH2:6][S:7][C:8]([C:21]1[CH:26]=[CH:25][CH:24]=[CH:23][CH:22]=1)([C:15]1[CH:20]=[CH:19][CH:18]=[CH:17][CH:16]=1)[C:9]1[CH:14]=[CH:13][CH:12]=[CH:11][CH:10]=1)(=[O:3])[CH3:2].Cl.[C:31]([S:37][CH2:38][CH2:39][NH2:40])(=[O:36])[C:32]([CH3:35])([CH3:34])[CH3:33].Cl.C(SCCN)(=O)C.Cl.C(SCCN)(=O)C1C=CC=CC=1. (3) Reactant: [CH2:1]1[C:4]2([CH2:7][N:6]([C:8]3[N:13]=[C:12]([C:14]([O:16]CC)=[O:15])[CH:11]=[CH:10][CH:9]=3)[CH2:5]2)[CH2:3][O:2]1.[OH-].[Na+]. Product: [CH2:3]1[C:4]2([CH2:5][N:6]([C:8]3[N:13]=[C:12]([C:14]([OH:16])=[O:15])[CH:11]=[CH:10][CH:9]=3)[CH2:7]2)[CH2:1][O:2]1. The catalyst class is: 38. (4) The catalyst class is: 3. Product: [F:30][C:31]1[CH:36]=[C:35]([N+:37]([O-:39])=[O:38])[CH:34]=[C:33]([F:40])[C:32]=1[N:4]1[C:5]2[CH:10]=[CH:9][N:8]=[C:7]([O:11][CH3:12])[C:6]=2[C:2]([I:1])=[CH:3]1. Reactant: [I:1][C:2]1[C:6]2[C:7]([O:11][CH3:12])=[N:8][CH:9]=[CH:10][C:5]=2[NH:4][CH:3]=1.C1OCCOCCOCCOCCOC1.[H-].[Na+].[F:30][C:31]1[CH:36]=[C:35]([N+:37]([O-:39])=[O:38])[CH:34]=[C:33]([F:40])[C:32]=1F.